This data is from Catalyst prediction with 721,799 reactions and 888 catalyst types from USPTO. The task is: Predict which catalyst facilitates the given reaction. Reactant: [C:1]([Si:5]([CH3:23])([CH3:22])[O:6][CH2:7][CH:8]([CH3:21])[CH2:9][CH2:10][CH2:11][C:12]([CH3:20])=[CH:13][CH2:14][CH:15]([OH:19])[C:16](=[O:18])[CH3:17])([CH3:4])([CH3:3])[CH3:2].CO[C@:26]1([CH2:32][C:33]([OH:35])=O)[CH:31]=[CH:30][CH:29]=[CH:28][CH2:27]1.CCN=C=NCCCN(C)C.[CH2:47]([O:49]CC)C. Product: [C:16]([C@@H:15]([O:19][C:33](=[O:35])[C@H:32]([O:49][CH3:47])[C:26]1[CH:27]=[CH:28][CH:29]=[CH:30][CH:31]=1)[CH2:14][CH:13]=[C:12]([CH3:20])[CH2:11][CH2:10][CH2:9][CH:8]([CH3:21])[CH2:7][O:6][Si:5]([C:1]([CH3:3])([CH3:4])[CH3:2])([CH3:22])[CH3:23])(=[O:18])[CH3:17]. The catalyst class is: 2.